Dataset: Reaction yield outcomes from USPTO patents with 853,638 reactions. Task: Predict the reaction yield, written as a fraction of the theoretical maximum amount of product (1.0 means a 100% yield; for example, 0.34 means a 34% yield). (1) The reactants are Cl[C:2]1[CH:7]=[CH:6][N:5]=[C:4]2[CH2:8][CH2:9][CH2:10][C:3]=12.[CH3:11][OH:12].C[O-].[Na+]. The catalyst is CCOC(C)=O.Cl. The product is [CH3:11][O:12][C:2]1[CH:7]=[CH:6][N:5]=[C:4]2[CH2:8][CH2:9][CH2:10][C:3]=12. The yield is 0.440. (2) The catalyst is ClCCl. The product is [Cl:1][C:2]1[CH:3]=[C:4]([C:8]2[O:12][N:11]=[C:10]([CH2:13][S:14][C:15]3[N:16]([CH3:26])[C:17]([C:20]4[CH:25]=[CH:24][N+:23]([O-:35])=[CH:22][CH:21]=4)=[N:18][N:19]=3)[N:9]=2)[CH:5]=[CH:6][CH:7]=1. The yield is 0.0800. The reactants are [Cl:1][C:2]1[CH:3]=[C:4]([C:8]2[O:12][N:11]=[C:10]([CH2:13][S:14][C:15]3[N:16]([CH3:26])[C:17]([C:20]4[CH:25]=[CH:24][N:23]=[CH:22][CH:21]=4)=[N:18][N:19]=3)[N:9]=2)[CH:5]=[CH:6][CH:7]=1.C1C=C(Cl)C=C(C(OO)=[O:35])C=1. (3) The reactants are [CH3:1][N:2]([CH3:37])[CH2:3][CH2:4][N:5]1[C:13](=[O:14])[C:12]2[CH:11]=[C:10]3[NH:15][C:16]([C:18]4[C:19]([O:34]C)=[N:20][CH:21]=[CH:22][C:23]=4[O:24][CH:25]([CH3:33])[CH2:26][C:27]4[CH:32]=[CH:31][CH:30]=[CH:29][CH:28]=4)=[N:17][C:9]3=[CH:8][C:7]=2[C:6]1=[O:36].Cl. The catalyst is O1CCOCC1. The product is [CH3:37][N:2]([CH3:1])[CH2:3][CH2:4][N:5]1[C:13](=[O:14])[C:12]2[CH:11]=[C:10]3[NH:15][C:16]([C:18]4[C:19](=[O:34])[NH:20][CH:21]=[CH:22][C:23]=4[O:24][CH:25]([CH3:33])[CH2:26][C:27]4[CH:32]=[CH:31][CH:30]=[CH:29][CH:28]=4)=[N:17][C:9]3=[CH:8][C:7]=2[C:6]1=[O:36]. The yield is 0.752.